Dataset: NCI-60 drug combinations with 297,098 pairs across 59 cell lines. Task: Regression. Given two drug SMILES strings and cell line genomic features, predict the synergy score measuring deviation from expected non-interaction effect. (1) Drug 1: CC1=C(C(CCC1)(C)C)C=CC(=CC=CC(=CC(=O)O)C)C. Drug 2: C1=CN(C=N1)CC(O)(P(=O)(O)O)P(=O)(O)O. Cell line: SK-MEL-5. Synergy scores: CSS=2.33, Synergy_ZIP=-0.482, Synergy_Bliss=0.944, Synergy_Loewe=-2.72, Synergy_HSA=-2.21. (2) Drug 1: C1C(C(OC1N2C=NC3=C(N=C(N=C32)Cl)N)CO)O. Drug 2: CC1C(C(CC(O1)OC2CC(CC3=C2C(=C4C(=C3O)C(=O)C5=C(C4=O)C(=CC=C5)OC)O)(C(=O)CO)O)N)O.Cl. Cell line: NCI-H322M. Synergy scores: CSS=15.3, Synergy_ZIP=0.553, Synergy_Bliss=0.829, Synergy_Loewe=-8.68, Synergy_HSA=-1.65. (3) Drug 1: C1=CN(C(=O)N=C1N)C2C(C(C(O2)CO)O)O.Cl. Drug 2: CC1C(C(CC(O1)OC2CC(CC3=C2C(=C4C(=C3O)C(=O)C5=C(C4=O)C(=CC=C5)OC)O)(C(=O)CO)O)N)O.Cl. Cell line: SK-MEL-2. Synergy scores: CSS=49.7, Synergy_ZIP=-6.12, Synergy_Bliss=-10.6, Synergy_Loewe=-6.54, Synergy_HSA=-6.48. (4) Cell line: MDA-MB-435. Drug 1: C(=O)(N)NO. Drug 2: C(CN)CNCCSP(=O)(O)O. Synergy scores: CSS=-5.12, Synergy_ZIP=1.95, Synergy_Bliss=1.03, Synergy_Loewe=-2.52, Synergy_HSA=-2.94. (5) Drug 1: CC1=C(C=C(C=C1)C(=O)NC2=CC(=CC(=C2)C(F)(F)F)N3C=C(N=C3)C)NC4=NC=CC(=N4)C5=CN=CC=C5. Drug 2: CCN(CC)CCNC(=O)C1=C(NC(=C1C)C=C2C3=C(C=CC(=C3)F)NC2=O)C. Cell line: HS 578T. Synergy scores: CSS=1.88, Synergy_ZIP=6.87, Synergy_Bliss=2.68, Synergy_Loewe=-3.92, Synergy_HSA=-2.22.